Dataset: Experimentally validated miRNA-target interactions with 360,000+ pairs, plus equal number of negative samples. Task: Binary Classification. Given a miRNA mature sequence and a target amino acid sequence, predict their likelihood of interaction. (1) The miRNA is hsa-miR-519b-3p with sequence AAAGUGCAUCCUUUUAGAGGUU. The protein sequence of the target gene is MSTQDERQINTEYAVSLLEQLKLFYEQQLFTDIVLIVEGTEFPCHKMVLATCSSYFRAMFMSGLSESKQTHVHLRNVDAATLQIIITYAYTGNLAMNDSTVEQLYETACFLQVEDVLQRCREYLIKKINAENCVRLLSFADLFSCEELKQSAKRMVEHKFTAVYHQDAFMQLSHDLLIDILSSDNLNVEKEETVREAAMLWLEYNTESRSQYLSSVLSQIRIDALSEVTQRAWFQGLPPNDKSVVVQGLYKSMPKFFKPRLGMTKEEMMIFIEASSENPCSLYSSVCYSPQAEKVYKLCS.... Result: 1 (interaction). (2) The miRNA is mmu-miR-9-5p with sequence UCUUUGGUUAUCUAGCUGUAUGA. The protein sequence of the target gene is MPLVTRNIEPRHLCRQTLPSDTSELECRTNITLANVIRQLGSLSKYAEDIFGEICTQASAFASRVNSLAERVDRVQVKVTQLDPKEEEVSLQGINTRKAFRSSTTQDQKLFDRNSLPVPVLETYNSCDAPPPLNNLSPYRDDGKEALKFYTNPSYFFDLWKEKMLQDTKDIMKEKRKHRKEKKDNPNRGNVNPRKIKTRKEEWEKMKMGQEFVESKERLGPSGYSSTLVYQNGSIGSVENVDAASYPPPPQSDSASSPSPSFSEDNLPPPPAEFSYPADNQRGSVLAGPKRTSMVSPSHP.... Result: 1 (interaction). (3) The miRNA is hsa-miR-6732-3p with sequence UAACCCUGUCCUCUCCCUCCCAG. The protein sequence of the target gene is MSEGNAAGEPSTPGGPRPLLTGARGLIGRRPAPPLTPGRLPSIRSRDLTLGGVKKKTFTPNIISRKIKEEPKEEVTVKKEKRERDRDRQREGHGRGRGRPEVIQSHSIFEQGPAEMMKKKGNWDKTVDVSDMGPSHIINIKKEKRETDEETKQILRMLEKDDFLDDPGLRNDTRNMPVQLPLAHSGWLFKEENDEPDVKPWLAGPKEEDMEVDIPAVKVKEEPRDEEEEAKMKAPPKAARKTPGLPKDVSVAELLRELSLTKEEELLFLQLPDTLPGQPPTQDIKPIKTEVQGEDGQVVL.... Result: 1 (interaction). (4) The miRNA is hsa-miR-6851-5p with sequence AGGAGGUGGUACUAGGGGCCAGC. The protein sequence of the target gene is MAMLVLVPGRVMRPLGGQLWRFLPRGLEFWGPAEGTARVLLRQFCARQAEAWRASGRPGYCLGTRPLSTARPPPPWSQKGPGDSTRPSKPGPVSWKSLAITFAIGGALLAGMKHVKKEKAEKLEKERQRHIGKPLLGGPFSLTTHTGERKTDKDYLGQWLLIYFGFTHCPDVCPEELEKMIQVVDEIDSITTLPDLTPLFISIDPERDTKEAIANYVKEFSPKLVGLTGTREEVDQVARAYRVYYSPGPKDEDEDYIVDHTIIMYLIGPDGEFLDYFGQNKRKGEIAASIATHMRPYRKK.... Result: 1 (interaction). (5) The miRNA is hsa-miR-92a-3p with sequence UAUUGCACUUGUCCCGGCCUGU. The protein sequence of the target gene is MMSIKAFTLVSAVERELLMGDKERVNIECVECCGRDLYVGTNDCFVYHFLLEERPVPAGPATFTATKQLQRHLGFKKPVNELRAASALNRLLVLCDNSISLVNMLNLEPVPSGARIKGAATFALNENPVSGDPFCVEVCIISVKRRTIQMFLVYEDRVQIVKEVSTAEQPLAVAVDGHFLCLALTTQYIIHNYSTGVSQDLFPYCSEERPPIVKRIGRQEFLLAGPGGLGMFATVAGISQRAPVHWSENVIGAAVSFPYVIALDDEFITVHSMLDQQQKQTLPFKEGHILQDFEGRVIVA.... Result: 1 (interaction). (6) The miRNA is hsa-miR-10b-5p with sequence UACCCUGUAGAACCGAAUUUGUG. The protein sequence of the target gene is MPSSTSPDEEDGLETCVLKVFDLDLKESNLVNPSNSLKAELDGSTKKKYSFAKKKAFALLVKTKQVPAPSYEFKGKRWRCCQQLFADQISIHRHVATQHAEDVYQQTASLLKQLTAALSASQSLTPTDKRSSPKDCLTPSQEVSAWLPDVSHVSPQELRSGQGDEEGEVLLYYCYCDLEDPHWVCAWQTALCHHLHLTGKIRIATEGINGTVGGSKVATRLYVEVMLSCPLFKDYLSEDDFKSSKGGSHCFPELRVGVFEEIVPMGISPSQVSYKKPGIHLSPGEFHKEIEKLLSQSSEE.... Result: 0 (no interaction). (7) The miRNA is hsa-miR-1180-5p with sequence GGACCCACCCGGCCGGGAAUA. The protein sequence of the target gene is MVPVENTEGPSLLNQKGTAVETEGSGSRHPPWARGCGMFTFLSSVTAAVSGLLVGYELGIISGALLQIKTLLALSCHEQEMVVSSLVIGALLASLTGGVLIDRYGRRTAIILSSCLLGLGSLVLILSLSYTVLIVGRIAIGVSISLSSIATCVYIAEIAPQHRRGLLVSLNELMIVIGILSAYISNYAFANVFHGWKYMFGLVIPLGVLQAIAMYFLPPSPRFLVMKGQEGAASKVLGRLRALSDTTEELTVIKSSLKDEYQYSFWDLFRSKDNMRTRIMIGLTLVFFVQITGQPNILFY.... Result: 0 (no interaction).